Dataset: Forward reaction prediction with 1.9M reactions from USPTO patents (1976-2016). Task: Predict the product of the given reaction. (1) The product is: [Cl:12][C:4]1[C:5]([O:10][CH3:11])=[CH:6][C:7]([O:8][CH3:9])=[C:2]([Cl:1])[C:3]=1[C:13]1[C:24](=[O:25])[N:23]([CH2:26][CH2:27][NH:28][CH:35]2[CH2:36][N:37]([C:39](=[O:42])[CH:40]=[CH2:41])[CH2:38]2)[C:16]2[N:17]=[C:18]([NH:21][CH3:22])[N:19]=[CH:20][C:15]=2[CH:14]=1. Given the reactants [Cl:1][C:2]1[C:7]([O:8][CH3:9])=[CH:6][C:5]([O:10][CH3:11])=[C:4]([Cl:12])[C:3]=1[C:13]1[C:24](=[O:25])[N:23]([CH2:26][CH2:27][N:28]([CH:35]2[CH2:38][N:37]([C:39](=[O:42])[CH:40]=[CH2:41])[CH2:36]2)C(=O)C(F)(F)F)[C:16]2[N:17]=[C:18]([NH:21][CH3:22])[N:19]=[CH:20][C:15]=2[CH:14]=1.C([O-])([O-])=O.[K+].[K+], predict the reaction product. (2) Given the reactants [Cl:1][C:2]1[CH:7]=[CH:6][C:5]([N:8]2[CH2:13][CH2:12][N:11]3[C@@H:14]([C:18]4[CH:23]=[CH:22][C:21]([O:24][CH2:25][CH2:26][CH2:27]Cl)=[C:20]([CH3:29])[C:19]=4[CH3:30])[CH2:15][CH2:16][CH2:17][C@H:10]3[CH2:9]2)=[CH:4][C:3]=1[O:31][CH3:32].[NH:33]1[CH2:38][CH2:37][O:36][CH2:35][CH2:34]1.C([O-])([O-])=O.[K+].[K+], predict the reaction product. The product is: [Cl:1][C:2]1[CH:7]=[CH:6][C:5]([N:8]2[CH2:13][CH2:12][N:11]3[C@@H:14]([C:18]4[CH:23]=[CH:22][C:21]([O:24][CH2:25][CH2:26][CH2:27][N:33]5[CH2:38][CH2:37][O:36][CH2:35][CH2:34]5)=[C:20]([CH3:29])[C:19]=4[CH3:30])[CH2:15][CH2:16][CH2:17][C@H:10]3[CH2:9]2)=[CH:4][C:3]=1[O:31][CH3:32]. (3) The product is: [CH3:1][O:2][C:3]1[CH:4]=[C:5]2[C:10](=[CH:11][CH:12]=1)[C:9]1[S:41][C:15]([C:17]3[O:21][N:20]=[C:19]([C:22]4[CH:27]=[CH:26][CH:25]=[CH:24][CH:23]=4)[C:18]=3[C:28]([F:31])([F:30])[F:29])=[N:14][C:8]=1[CH2:7][CH2:6]2. Given the reactants [CH3:1][O:2][C:3]1[CH:4]=[C:5]2[C:10](=[CH:11][CH:12]=1)[C:9](=O)[CH:8]([NH:14][C:15]([C:17]1[O:21][N:20]=[C:19]([C:22]3[CH:27]=[CH:26][CH:25]=[CH:24][CH:23]=3)[C:18]=1[C:28]([F:31])([F:30])[F:29])=O)[CH2:7][CH2:6]2.COC1C=CC(P2(SP(C3C=CC(OC)=CC=3)(=S)S2)=[S:41])=CC=1, predict the reaction product. (4) Given the reactants C(N(CC)CC)C.[F:8][C:9]([F:43])([F:42])[C:10]1[CH:11]=[C:12]([C@H:20]2[O:24][C:23](=[O:25])[N:22]([CH2:26][C:27]#[C:28][C:29]3[CH:34]=[C:33]([CH:35]([CH3:37])[CH3:36])[C:32]([F:38])=[CH:31][C:30]=3[O:39][CH3:40])[C@H:21]2[CH3:41])[CH:13]=[C:14]([C:16]([F:19])([F:18])[F:17])[CH:15]=1.[OH:44][N:45]=[C:46](Cl)[CH3:47], predict the reaction product. The product is: [F:43][C:9]([F:8])([F:42])[C:10]1[CH:11]=[C:12]([C@H:20]2[O:24][C:23](=[O:25])[N:22]([CH2:26][C:27]3[C:46]([CH3:47])=[N:45][O:44][C:28]=3[C:29]3[CH:34]=[C:33]([CH:35]([CH3:37])[CH3:36])[C:32]([F:38])=[CH:31][C:30]=3[O:39][CH3:40])[C@H:21]2[CH3:41])[CH:13]=[C:14]([C:16]([F:17])([F:18])[F:19])[CH:15]=1. (5) Given the reactants [OH:1][C:2]1[CH:10]=[CH:9][C:5]([C:6]([NH2:8])=[O:7])=[CH:4][CH:3]=1.C(=O)([O-])[O-].[K+].[K+].[Cl:17][CH2:18][CH2:19][CH2:20]Br, predict the reaction product. The product is: [Cl:17][CH2:18][CH2:19][CH2:20][O:1][C:2]1[CH:10]=[CH:9][C:5]([C:6]([NH2:8])=[O:7])=[CH:4][CH:3]=1. (6) Given the reactants [C:1]1([CH2:7][CH2:8][CH2:9][OH:10])[CH:6]=[CH:5][CH:4]=[CH:3][CH:2]=1.[C:11](O)(=[O:18])[C:12]1[CH:17]=[CH:16][CH:15]=[CH:14][CH:13]=1.[OH-].[K+], predict the reaction product. The product is: [C:11]([O:10][CH2:9][CH2:8][CH2:7][C:1]1[CH:6]=[CH:5][CH:4]=[CH:3][CH:2]=1)(=[O:18])[C:12]1[CH:17]=[CH:16][CH:15]=[CH:14][CH:13]=1.